This data is from Full USPTO retrosynthesis dataset with 1.9M reactions from patents (1976-2016). The task is: Predict the reactants needed to synthesize the given product. (1) Given the product [CH:23]1(/[C:28](/[N:1]2[CH:5]=[C:4]([C:6]3[C:7]4[CH:14]=[CH:13][N:12]([CH2:15][O:16][CH2:17][CH2:18][Si:19]([CH3:22])([CH3:21])[CH3:20])[C:8]=4[N:9]=[CH:10][N:11]=3)[CH:3]=[N:2]2)=[CH:29]/[C:30]#[N:31])[CH2:27][CH2:26][CH2:25][CH2:24]1, predict the reactants needed to synthesize it. The reactants are: [NH:1]1[CH:5]=[C:4]([C:6]2[C:7]3[CH:14]=[CH:13][N:12]([CH2:15][O:16][CH2:17][CH2:18][Si:19]([CH3:22])([CH3:21])[CH3:20])[C:8]=3[N:9]=[CH:10][N:11]=2)[CH:3]=[N:2]1.[CH:23]1([C:28]#[C:29][C:30]#[N:31])[CH2:27][CH2:26][CH2:25][CH2:24]1.C(=O)([O-])[O-].[K+].[K+]. (2) Given the product [ClH:1].[NH2:2][CH2:3][C@@H:4]([OH:23])[C@@H:5]([N:12]1[C:20]2[C:15](=[CH:16][CH:17]=[CH:18][C:19]=2[F:21])[C:14]([CH3:22])=[CH:13]1)[C:6]1[CH:7]=[CH:8][CH:9]=[CH:10][CH:11]=1, predict the reactants needed to synthesize it. The reactants are: [ClH:1].[NH2:2][CH2:3][CH:4]([OH:23])[CH:5]([N:12]1[C:20]2[C:15](=[CH:16][CH:17]=[CH:18][C:19]=2[F:21])[C:14]([CH3:22])=[CH:13]1)[C:6]1[CH:11]=[CH:10][CH:9]=[CH:8][CH:7]=1.FC1C=CC=C2C=1N([C@@H](C1C=CC=CC=1)[C@H](O)CO)C=C2C.C1(C)C=CC(S(O)(=O)=O)=CC=1.[OH-].[NH4+]. (3) Given the product [F:16][C:17]1[CH:22]=[CH:21][CH:20]=[CH:19][C:18]=1[C:23]1[N:24]=[N:25][C:26]2[C@@:27]3([CH2:36][O:6][S:7]([C:10]([F:11])([F:12])[F:13])(=[O:8])=[O:9])[C:33]([CH3:35])([CH3:34])[C@@H:30]([C:31]=2[CH:32]=1)[CH2:29][CH2:28]3, predict the reactants needed to synthesize it. The reactants are: FC(F)(F)S([O:6][S:7]([C:10]([F:13])([F:12])[F:11])(=[O:9])=[O:8])(=O)=O.[F:16][C:17]1[CH:22]=[CH:21][CH:20]=[CH:19][C:18]=1[C:23]1[N:24]=[N:25][C:26]2[C@@:27]3([CH2:36]O)[C:33]([CH3:35])([CH3:34])[C@@H:30]([C:31]=2[CH:32]=1)[CH2:29][CH2:28]3. (4) The reactants are: FC(F)(F)C(O)=O.[NH2:8][CH2:9][C:10]([NH:12][C:13]1[CH:22]=[CH:21][C:16]([C:17]([O:19][CH3:20])=[O:18])=[CH:15][C:14]=1[F:23])=[O:11].[CH3:24][C:25]([CH3:31])([CH2:28][CH:29]=O)[C:26]#[N:27].CCN(CC)CC. Given the product [C:26]([C:25]([CH3:31])([CH3:24])[CH2:28]/[CH:29]=[N:8]/[CH2:9][C:10]([NH:12][C:13]1[CH:22]=[CH:21][C:16]([C:17]([O:19][CH3:20])=[O:18])=[CH:15][C:14]=1[F:23])=[O:11])#[N:27], predict the reactants needed to synthesize it. (5) Given the product [CH3:9][C:10]1[CH:15]=[C:14]([CH3:16])[CH:13]=[CH:12][C:11]=1[N:17]1[CH2:18][CH2:19][N:20]([C:23]([C:25]2[CH:30]=[CH:29][C:28]([N:4]3[CH2:3][C@@H:2]([CH3:1])[CH2:6][S:5]3(=[O:8])=[O:7])=[CH:27][CH:26]=2)=[O:24])[CH2:21][CH2:22]1, predict the reactants needed to synthesize it. The reactants are: [CH3:1][C@H:2]1[CH2:6][S:5](=[O:8])(=[O:7])[NH:4][CH2:3]1.[CH3:9][C:10]1[CH:15]=[C:14]([CH3:16])[CH:13]=[CH:12][C:11]=1[N:17]1[CH2:22][CH2:21][N:20]([C:23]([C:25]2[CH:30]=[CH:29][C:28](I)=[CH:27][CH:26]=2)=[O:24])[CH2:19][CH2:18]1. (6) The reactants are: [CH3:1][O:2][C:3]1[CH:4]=[C:5]([CH:9]=[CH:10][CH:11]=1)[C:6]([NH2:8])=[O:7].Cl[CH2:13][C:14]([C:16]([F:19])([F:18])[F:17])=[O:15].ClCCl. Given the product [CH3:1][O:2][C:3]1[CH:4]=[C:5]([CH:9]=[CH:10][CH:11]=1)[C:6]([NH:8][CH2:13][C:14](=[O:15])[C:16]([F:19])([F:18])[F:17])=[O:7], predict the reactants needed to synthesize it.